This data is from Retrosynthesis with 50K atom-mapped reactions and 10 reaction types from USPTO. The task is: Predict the reactants needed to synthesize the given product. (1) Given the product OCCc1cc(-c2ccc(OC(F)(F)F)cc2)nn1CC(F)(F)F, predict the reactants needed to synthesize it. The reactants are: O=C(O)Cc1cc(-c2ccc(OC(F)(F)F)cc2)nn1CC(F)(F)F. (2) Given the product CCNC(=O)C[C@@H]1N=C(c2ccc(Cl)cc2)c2cc(OCCOCCOCCOCCOCCOCCOCCNC(=O)C[C@@H]3N=C(c4ccc(Cl)cc4)c4cc(OC)ccc4-n4c(C)nnc43)ccc2-n2c(C)nnc21, predict the reactants needed to synthesize it. The reactants are: CCNC(=O)C[C@@H]1N=C(c2ccc(Cl)cc2)c2cc(OCCOCCOCCOCCOCCOCCOCCN)ccc2-n2c(C)nnc21.COc1ccc2c(c1)C(c1ccc(Cl)cc1)=N[C@@H](CC(=O)O)c1nnc(C)n1-2. (3) Given the product O=C(O)C1CCCC(Nc2nc(Cl)nc3[nH]ccc23)C1, predict the reactants needed to synthesize it. The reactants are: Clc1nc(Cl)c2cc[nH]c2n1.NC1CCCC(C(=O)O)C1. (4) Given the product O=C(O)C(CO)CNC(=O)[C@@H]1CCCN(C(=O)/C=C/C2CCNCC2)C1, predict the reactants needed to synthesize it. The reactants are: CC(C)(C)OC(=O)N1CCC(/C=C/C(=O)N2CCC[C@@H](C(=O)NCC(CO)C(=O)O)C2)CC1. (5) Given the product COc1c(C)ccnc1[N+](=O)[O-], predict the reactants needed to synthesize it. The reactants are: CI.Cc1ccnc([N+](=O)[O-])c1O. (6) Given the product CC(C)Oc1ncc(C(=O)O)cc1Cl, predict the reactants needed to synthesize it. The reactants are: CC(C)O.O=C(O)c1cnc(Cl)c(Cl)c1. (7) Given the product O=C1Cc2cc(CCN3CCN(c4nsc5ccccc45)CC3)c(Cl)cc2N1, predict the reactants needed to synthesize it. The reactants are: O=C1Cc2cc(CCCl)c(Cl)cc2N1.c1ccc2c(N3CCNCC3)nsc2c1.